From a dataset of Reaction yield outcomes from USPTO patents with 853,638 reactions. Predict the reaction yield, written as a fraction of the theoretical maximum amount of product (1.0 means a 100% yield; for example, 0.34 means a 34% yield). The reactants are C1(P(=O)(C2C=CC=CC=2)C2C=CC=CC=2)C=CC=CC=1.FC(F)(F)S(OS(C(F)(F)F)(=O)=O)(=O)=O.[C:36]([O:42][C:43]1[CH:44]=[C:45]2[C:49](=[C:50]([N+:52]([O-:54])=[O:53])[CH:51]=1)[NH:48][C:47]([C:55]([NH:57][CH2:58][CH:59]([S:65]CC1C=CC=CC=1)[CH:60]([O:63][CH3:64])[O:61][CH3:62])=O)=[CH:46]2)(=[O:41])[C:37]([CH3:40])([CH3:39])[CH3:38].C1(SC)C=CC=CC=1.C(=O)([O-])O.[Na+]. The catalyst is ClCCl. The product is [C:36]([O:42][C:43]1[CH:44]=[C:45]2[C:49](=[C:50]([N+:52]([O-:54])=[O:53])[CH:51]=1)[NH:48][C:47]([C:55]1[S:65][CH:59]([CH:60]([O:61][CH3:62])[O:63][CH3:64])[CH2:58][N:57]=1)=[CH:46]2)(=[O:41])[C:37]([CH3:39])([CH3:38])[CH3:40]. The yield is 0.580.